Task: Predict which catalyst facilitates the given reaction.. Dataset: Catalyst prediction with 721,799 reactions and 888 catalyst types from USPTO (1) Reactant: [H-].[Na+].[CH2:3]([O:5][C:6](=[O:19])[CH2:7][C:8](=[O:18])[CH:9]1[CH2:14][CH2:13][CH:12]([CH2:15][CH2:16][CH3:17])[CH2:11][CH2:10]1)[CH3:4].Br[CH2:21][C:22]([C:24]1[CH:29]=[CH:28][CH:27]=[CH:26][CH:25]=1)=[O:23]. Product: [CH2:3]([O:5][C:6](=[O:19])[CH:7]([C:8]([CH:9]1[CH2:10][CH2:11][CH:12]([CH2:15][CH2:16][CH3:17])[CH2:13][CH2:14]1)=[O:18])[CH2:21][C:22](=[O:23])[C:24]1[CH:29]=[CH:28][CH:27]=[CH:26][CH:25]=1)[CH3:4]. The catalyst class is: 220. (2) Reactant: [Cl:1][C:2]1[CH:23]=[CH:22][C:5]2[NH:6][C:7](=[O:21])[CH:8]([CH2:12][CH2:13][C:14]3[CH:19]=[CH:18][CH:17]=[CH:16][C:15]=3[Cl:20])[NH:9][C:10](=[O:11])[C:4]=2[CH:3]=1.Cl[CH2:25][C:26]1[CH:31]=[CH:30][C:29]([O:32][CH3:33])=[CH:28][CH:27]=1.C(=O)([O-])[O-].[K+].[K+].O. Product: [Cl:1][C:2]1[CH:23]=[CH:22][C:5]2[N:6]([CH2:25][C:26]3[CH:31]=[CH:30][C:29]([O:32][CH3:33])=[CH:28][CH:27]=3)[C:7](=[O:21])[CH:8]([CH2:12][CH2:13][C:14]3[CH:19]=[CH:18][CH:17]=[CH:16][C:15]=3[Cl:20])[NH:9][C:10](=[O:11])[C:4]=2[CH:3]=1. The catalyst class is: 3. (3) Reactant: C(OC(=O)[NH:7][CH2:8][CH2:9][O:10][CH2:11][CH2:12][N:13]1[C:21]2[C:20]([CH3:22])=[C:19]([Cl:23])[N:18]=[C:17]([N:24](CC3C=CC(OC)=CC=3)CC3C=CC(OC)=CC=3)[C:16]=2[N:15]=[C:14]1[CH2:43][CH2:44][CH3:45])(C)(C)C. Product: [NH2:7][CH2:8][CH2:9][O:10][CH2:11][CH2:12][N:13]1[C:21]2[C:20]([CH3:22])=[C:19]([Cl:23])[N:18]=[C:17]([NH2:24])[C:16]=2[N:15]=[C:14]1[CH2:43][CH2:44][CH3:45]. The catalyst class is: 55. (4) Reactant: [CH:1]1([OH:6])[CH2:5][CH:4]=[CH:3][CH2:2]1.[N+:7]([C:10]1[CH:18]=[CH:17][C:13]([C:14](Cl)=[O:15])=[CH:12][CH:11]=1)([O-:9])=[O:8]. Product: [N+:7]([C:10]1[CH:11]=[CH:12][C:13]([C:14]([O:6][CH:1]2[CH2:5][CH:4]=[CH:3][CH2:2]2)=[O:15])=[CH:17][CH:18]=1)([O-:9])=[O:8]. The catalyst class is: 2. (5) Reactant: [NH2:1][C:2]1[CH:3]=[C:4]([C:8]2[S:12][C:11]([C:13]3[CH:14]=[C:15]4[C:19](=[CH:20][CH:21]=3)[C:18](=[O:22])[N:17]([CH3:23])[CH2:16]4)=[CH:10][CH:9]=2)[CH:5]=[N:6][CH:7]=1.[F:24][C:25]1[CH:33]=[C:32]([F:34])[CH:31]=[CH:30][C:26]=1[C:27](Cl)=[O:28]. Product: [F:24][C:25]1[CH:33]=[C:32]([F:34])[CH:31]=[CH:30][C:26]=1[C:27]([NH:1][C:2]1[CH:7]=[N:6][CH:5]=[C:4]([C:8]2[S:12][C:11]([C:13]3[CH:14]=[C:15]4[C:19](=[CH:20][CH:21]=3)[C:18](=[O:22])[N:17]([CH3:23])[CH2:16]4)=[CH:10][CH:9]=2)[CH:3]=1)=[O:28]. The catalyst class is: 298. (6) Reactant: [CH2:1]([C:8]1[NH:12][N:11]=[C:10]([C:13]2[S:17][C:16]([C:18]([O:20]CCCC)=[O:19])=[C:15]([CH3:25])[CH:14]=2)[N:9]=1)[C:2]1[CH:7]=[CH:6][CH:5]=[CH:4][CH:3]=1.[OH-].[Na+].C(O)(=O)C. Product: [CH2:1]([C:8]1[NH:12][N:11]=[C:10]([C:13]2[S:17][C:16]([C:18]([OH:20])=[O:19])=[C:15]([CH3:25])[CH:14]=2)[N:9]=1)[C:2]1[CH:7]=[CH:6][CH:5]=[CH:4][CH:3]=1. The catalyst class is: 40. (7) Reactant: CS(O[CH2:6][C:7]1[CH:12]=[CH:11][C:10]([N+:13]([O-:15])=[O:14])=[CH:9][CH:8]=1)(=O)=O.[C:16]1(=[O:26])[NH:20][C:19](=[O:21])[C:18]2=[CH:22][CH:23]=[CH:24][CH:25]=[C:17]12.[K]. Product: [N+:13]([C:10]1[CH:11]=[CH:12][C:7]([CH2:6][N:20]2[C:16](=[O:26])[C:17]3[C:18](=[CH:22][CH:23]=[CH:24][CH:25]=3)[C:19]2=[O:21])=[CH:8][CH:9]=1)([O-:15])=[O:14]. The catalyst class is: 42.